Task: Predict the product of the given reaction.. Dataset: Forward reaction prediction with 1.9M reactions from USPTO patents (1976-2016) Given the reactants [C:1]([CH2:4][O:5][CH:6]1[CH:11]([C:12]2[CH:17]=[CH:16][C:15]([O:18][CH2:19][CH2:20][CH2:21][O:22][CH2:23][C:24]3[CH:29]=[CH:28][CH:27]=[CH:26][C:25]=3[O:30][CH3:31])=[CH:14][CH:13]=2)[CH2:10][CH2:9][N:8]([C:32]([O:34][C:35]([CH3:38])([CH3:37])[CH3:36])=[O:33])[CH2:7]1)(O)=[O:2].[CH3:39][O:40][CH2:41][CH2:42][CH2:43][C:44]1[CH:49]=[CH:48][CH:47]=[CH:46][C:45]=1[NH2:50], predict the reaction product. The product is: [CH3:31][O:30][C:25]1[CH:26]=[CH:27][CH:28]=[CH:29][C:24]=1[CH2:23][O:22][CH2:21][CH2:20][CH2:19][O:18][C:15]1[CH:14]=[CH:13][C:12]([CH:11]2[CH2:10][CH2:9][N:8]([C:32]([O:34][C:35]([CH3:36])([CH3:37])[CH3:38])=[O:33])[CH2:7][CH:6]2[O:5][CH2:4][C:1](=[O:2])[NH:50][C:45]2[CH:46]=[CH:47][CH:48]=[CH:49][C:44]=2[CH2:43][CH2:42][CH2:41][O:40][CH3:39])=[CH:17][CH:16]=1.